This data is from Reaction yield outcomes from USPTO patents with 853,638 reactions. The task is: Predict the reaction yield, written as a fraction of the theoretical maximum amount of product (1.0 means a 100% yield; for example, 0.34 means a 34% yield). (1) The reactants are C([Li])CCC.[Br-].[OH:7][C:8]1[CH:33]=[CH:32][CH:31]=[CH:30][C:9]=1[CH2:10][P+](C1C=CC=CC=1)(C1C=CC=CC=1)C1C=CC=CC=1.[C:34]([C:36]1[CH:57]=[CH:56][C:39]([CH2:40][CH:41]([CH:54]=O)[CH2:42][CH2:43][C:44]2[CH:53]=[CH:52][C:47]([C:48]([O:50][CH3:51])=[O:49])=[CH:46][CH:45]=2)=[CH:38][CH:37]=1)#[N:35].O. The catalyst is CCCCCC.C1COCC1. The product is [C:34]([C:36]1[CH:37]=[CH:38][C:39]([CH2:40][CH:41](/[CH:54]=[CH:10]/[C:9]2[CH:30]=[CH:31][CH:32]=[CH:33][C:8]=2[OH:7])[CH2:42][CH2:43][C:44]2[CH:45]=[CH:46][C:47]([C:48]([O:50][CH3:51])=[O:49])=[CH:52][CH:53]=2)=[CH:56][CH:57]=1)#[N:35]. The yield is 0.830. (2) The reactants are [CH:1]1([S:4]([N:7]2[CH:11]=[C:10](B3OC(C)(C)C(C)(C)O3)[CH:9]=[N:8]2)(=[O:6])=[O:5])[CH2:3][CH2:2]1.Cl[C:22]1[N:27]=[C:26]([NH:28][C:29]2[N:34]=[CH:33][C:32]3[C:35]([C:41]([NH2:43])=[O:42])=[CH:36][N:37]([CH:38]([CH3:40])[CH3:39])[C:31]=3[CH:30]=2)[CH:25]=[CH:24][N:23]=1.C([O-])([O-])=O.[Na+].[Na+]. The catalyst is C(#N)C. The product is [CH:1]1([S:4]([N:7]2[CH:11]=[C:10]([C:22]3[N:27]=[C:26]([NH:28][C:29]4[N:34]=[CH:33][C:32]5[C:35]([C:41]([NH2:43])=[O:42])=[CH:36][N:37]([CH:38]([CH3:40])[CH3:39])[C:31]=5[CH:30]=4)[CH:25]=[CH:24][N:23]=3)[CH:9]=[N:8]2)(=[O:5])=[O:6])[CH2:2][CH2:3]1. The yield is 0.300. (3) The reactants are [NH2:1][C:2]1[NH:7][C:6](=[O:8])[C:5]([Br:9])=[C:4]([C:10]2[CH:15]=[CH:14][CH:13]=[CH:12][CH:11]=2)[N:3]=1.CCN(CC)CC.[C:23](O[C:23]([O:24][CH2:25][CH3:26])=[O:27])(=[O:27])[O:24][CH2:25][CH3:26]. The catalyst is CN(C=O)C. The product is [CH2:25]([O:24][C:23](=[O:27])[NH:1][C:2]1[NH:7][C:6](=[O:8])[C:5]([Br:9])=[C:4]([C:10]2[CH:15]=[CH:14][CH:13]=[CH:12][CH:11]=2)[N:3]=1)[CH3:26]. The yield is 0.170. (4) The reactants are CC(O)=O.[CH3:5][C:6](=O)[CH2:7][C:8](=O)[CH3:9].C([O-])(=O)CO.[NH2:17][C:18]1[NH:22][N:21]=[C:20]([CH2:23][OH:24])[N:19]=1. The catalyst is CC(OC)(C)C. The product is [CH3:5][C:6]1[CH:7]=[C:8]([CH3:9])[N:22]2[N:21]=[C:20]([CH2:23][OH:24])[N:19]=[C:18]2[N:17]=1. The yield is 0.590. (5) The reactants are [CH2:1]([O:8][C:9]1[CH:10]=[C:11]([CH:13]=[CH:14][CH:15]=1)[NH2:12])[C:2]1[CH:7]=[CH:6][CH:5]=[CH:4][CH:3]=1.[N+:16]([C:19]1[CH:27]=[CH:26][CH:25]=[CH:24][C:20]=1[C:21](Cl)=[O:22])([O-:18])=[O:17]. No catalyst specified. The product is [N+:16]([C:19]1[CH:27]=[CH:26][CH:25]=[CH:24][C:20]=1[C:21]([NH:12][C:11]1[CH:13]=[CH:14][CH:15]=[C:9]([O:8][CH2:1][C:2]2[CH:3]=[CH:4][CH:5]=[CH:6][CH:7]=2)[CH:10]=1)=[O:22])([O-:18])=[O:17]. The yield is 0.890. (6) The reactants are [N:1]1[C:2]([C:10](OCC)=[O:11])=[CH:3][N:4]2[CH:9]=[CH:8][CH:7]=[CH:6][C:5]=12.[H-].[Al+3].[Li+].[H-].[H-].[H-].O. The catalyst is C1COCC1. The product is [N:1]1[C:2]([CH2:10][OH:11])=[CH:3][N:4]2[CH:9]=[CH:8][CH:7]=[CH:6][C:5]=12. The yield is 0.900. (7) The reactants are [C:1]([C:4]1[C:5]([F:23])=[C:6]([NH:11][S:12]([C:15]2[CH:20]=[C:19]([F:21])[CH:18]=[CH:17][C:16]=2[F:22])(=[O:14])=[O:13])[CH:7]=[CH:8][C:9]=1[F:10])(=[O:3])[CH3:2].CCN(C(C)C)C(C)C.[CH3:33][O:34][CH2:35][CH2:36][O:37][CH2:38]Cl. The catalyst is C(Cl)Cl. The product is [C:1]([C:4]1[C:5]([F:23])=[C:6]([N:11]([CH2:33][O:34][CH2:35][CH2:36][O:37][CH3:38])[S:12]([C:15]2[CH:20]=[C:19]([F:21])[CH:18]=[CH:17][C:16]=2[F:22])(=[O:14])=[O:13])[CH:7]=[CH:8][C:9]=1[F:10])(=[O:3])[CH3:2]. The yield is 0.620.